Dataset: NCI-60 drug combinations with 297,098 pairs across 59 cell lines. Task: Regression. Given two drug SMILES strings and cell line genomic features, predict the synergy score measuring deviation from expected non-interaction effect. (1) Drug 1: CC1C(C(CC(O1)OC2CC(CC3=C2C(=C4C(=C3O)C(=O)C5=C(C4=O)C(=CC=C5)OC)O)(C(=O)C)O)N)O.Cl. Drug 2: CC12CCC3C(C1CCC2O)C(CC4=C3C=CC(=C4)O)CCCCCCCCCS(=O)CCCC(C(F)(F)F)(F)F. Cell line: CCRF-CEM. Synergy scores: CSS=40.6, Synergy_ZIP=4.32, Synergy_Bliss=9.80, Synergy_Loewe=-27.9, Synergy_HSA=11.1. (2) Drug 1: CC1C(C(CC(O1)OC2CC(CC3=C2C(=C4C(=C3O)C(=O)C5=C(C4=O)C(=CC=C5)OC)O)(C(=O)C)O)N)O.Cl. Drug 2: C1=CN(C(=O)N=C1N)C2C(C(C(O2)CO)O)O.Cl. Cell line: IGROV1. Synergy scores: CSS=35.2, Synergy_ZIP=-2.77, Synergy_Bliss=3.90, Synergy_Loewe=-11.6, Synergy_HSA=6.29. (3) Drug 1: CC1=C(C=C(C=C1)C(=O)NC2=CC(=CC(=C2)C(F)(F)F)N3C=C(N=C3)C)NC4=NC=CC(=N4)C5=CN=CC=C5. Drug 2: C(CCl)NC(=O)N(CCCl)N=O. Cell line: MALME-3M. Synergy scores: CSS=-1.48, Synergy_ZIP=-4.08, Synergy_Bliss=-6.80, Synergy_Loewe=-8.08, Synergy_HSA=-7.82. (4) Drug 1: C1=NC2=C(N1)C(=S)N=C(N2)N. Drug 2: CS(=O)(=O)OCCCCOS(=O)(=O)C. Cell line: OVCAR-8. Synergy scores: CSS=28.1, Synergy_ZIP=-3.46, Synergy_Bliss=-2.26, Synergy_Loewe=-21.3, Synergy_HSA=-1.13. (5) Drug 1: C1CC2CC3=C(CC1C24CN(S(=O)(=O)N4)CC(F)(F)F)C=CC(=C3)C=CCN5CCC(CC5)C(F)(F)F. Drug 2: CC1C(C(CC(O1)OC2CC(CC3=C2C(=C4C(=C3O)C(=O)C5=C(C4=O)C(=CC=C5)OC)O)(C(=O)CO)O)N)O. Cell line: UACC62. Synergy scores: CSS=61.4, Synergy_ZIP=-4.90, Synergy_Bliss=-3.60, Synergy_Loewe=-14.1, Synergy_HSA=3.59. (6) Cell line: SW-620. Drug 2: CC1=C(C(CCC1)(C)C)C=CC(=CC=CC(=CC(=O)O)C)C. Drug 1: CN(C)C1=NC(=NC(=N1)N(C)C)N(C)C. Synergy scores: CSS=-6.38, Synergy_ZIP=3.38, Synergy_Bliss=-1.95, Synergy_Loewe=-7.60, Synergy_HSA=-7.07.